From a dataset of Full USPTO retrosynthesis dataset with 1.9M reactions from patents (1976-2016). Predict the reactants needed to synthesize the given product. (1) Given the product [C:22]([C:15]1[C:16](=[O:21])[C:17]([O:19][CH3:20])=[CH:18][N:13]([C:8]2[CH:9]=[CH:10][CH:11]=[CH:12][C:7]=2[O:6][CH:5]([F:4])[F:28])[N:14]=1)(=[O:23])[CH3:1], predict the reactants needed to synthesize it. The reactants are: [CH3:1][Mg+].[Br-].[F:4][CH:5]([F:28])[O:6][C:7]1[CH:12]=[CH:11][CH:10]=[CH:9][C:8]=1[N:13]1[CH:18]=[C:17]([O:19][CH3:20])[C:16](=[O:21])[C:15]([C:22](N(OC)C)=[O:23])=[N:14]1. (2) Given the product [Cl:8][C:9]1[CH:14]=[CH:13][C:12]([S:5]([CH:2]2[CH2:4][CH2:3]2)(=[O:7])=[O:6])=[C:11]([N+:16]([O-:18])=[O:17])[CH:10]=1, predict the reactants needed to synthesize it. The reactants are: [Na+].[CH:2]1([S:5]([O-:7])=[O:6])[CH2:4][CH2:3]1.[Cl:8][C:9]1[CH:14]=[CH:13][C:12](F)=[C:11]([N+:16]([O-:18])=[O:17])[CH:10]=1.O. (3) Given the product [Cl:49][C:46]1[N:47]=[CH:48][C:43]([C:2]2[CH:3]=[CH:4][C:5]3[N:6]([CH:8]=[C:9]([NH:11][C:12](=[O:14])[CH3:13])[N:10]=3)[N:7]=2)=[CH:44][C:45]=1[NH:50][S:51]([CH3:54])(=[O:53])=[O:52], predict the reactants needed to synthesize it. The reactants are: Cl[C:2]1[CH:3]=[CH:4][C:5]2[N:6]([CH:8]=[C:9]([NH:11][C:12](=[O:14])[CH3:13])[N:10]=2)[N:7]=1.B1(B2OC(C)(C)C(C)(C)O2)OC(C)(C)C(C)(C)O1.CS(C)=O.C([O-])(=O)C.[K+].Br[C:43]1[CH:44]=[C:45]([NH:50][S:51]([CH3:54])(=[O:53])=[O:52])[C:46]([Cl:49])=[N:47][CH:48]=1.C(=O)([O-])[O-].[Na+].[Na+].C([O-])(=O)C.[Na+].